From a dataset of Catalyst prediction with 721,799 reactions and 888 catalyst types from USPTO. Predict which catalyst facilitates the given reaction. Reactant: [CH3:1][N:2]([CH3:31])[C:3]1([C:25]2[CH:30]=[CH:29][CH:28]=[CH:27][CH:26]=2)[CH2:8][CH2:7][CH:6]([NH:9][C:10]([NH:12][CH2:13][CH2:14][C:15]2[C:23]3[C:18](=[CH:19][CH:20]=[C:21]([F:24])[CH:22]=3)[NH:17][CH:16]=2)=[O:11])[CH2:5][CH2:4]1.C[Si](C)(C)[Cl:34]. Product: [ClH:34].[CH3:31][N:2]([CH3:1])[C:3]1([C:25]2[CH:30]=[CH:29][CH:28]=[CH:27][CH:26]=2)[CH2:4][CH2:5][CH:6]([NH:9][C:10]([NH:12][CH2:13][CH2:14][C:15]2[C:23]3[C:18](=[CH:19][CH:20]=[C:21]([F:24])[CH:22]=3)[NH:17][CH:16]=2)=[O:11])[CH2:7][CH2:8]1.[CH3:31][N:2]([CH3:1])[C:3]1([C:25]2[CH:30]=[CH:29][CH:28]=[CH:27][CH:26]=2)[CH2:4][CH2:5][CH:6]([NH:9][C:10]([NH:12][CH2:13][CH2:14][C:15]2[C:23]3[C:18](=[CH:19][CH:20]=[C:21]([F:24])[CH:22]=3)[NH:17][CH:16]=2)=[O:11])[CH2:7][CH2:8]1. The catalyst class is: 573.